This data is from Full USPTO retrosynthesis dataset with 1.9M reactions from patents (1976-2016). The task is: Predict the reactants needed to synthesize the given product. (1) Given the product [CH2:7]([CH:14]1[CH2:15][N:16]([CH:20]2[CH2:25][CH2:24][N:23]([CH2:26][C:27]3[CH:32]=[CH:31][CH:30]=[CH:29][CH:28]=3)[CH2:22][CH2:21]2)[C:17](=[O:19])[NH:18]1)[C:8]1[CH:13]=[CH:12][CH:11]=[CH:10][CH:9]=1, predict the reactants needed to synthesize it. The reactants are: [H-].[Al+3].[Li+].[H-].[H-].[H-].[CH2:7]([CH:14]1[NH:18][C:17](=[O:19])[N:16]([CH:20]2[CH2:25][CH2:24][N:23]([CH2:26][C:27]3[CH:32]=[CH:31][CH:30]=[CH:29][CH:28]=3)[CH2:22][CH2:21]2)[C:15]1=O)[C:8]1[CH:13]=[CH:12][CH:11]=[CH:10][CH:9]=1. (2) Given the product [F:1][C:2]1[CH:3]=[C:4]([CH:8]([OH:25])[CH2:9][O:10][C:11]2[CH:24]=[CH:23][C:14]([CH2:15][CH:16]3[S:20][C:19](=[O:21])[NH:18][C:17]3=[O:22])=[CH:13][CH:12]=2)[CH:5]=[CH:6][CH:7]=1, predict the reactants needed to synthesize it. The reactants are: [F:1][C:2]1[CH:3]=[C:4]([CH:8]([OH:25])[CH2:9][O:10][C:11]2[CH:24]=[CH:23][C:14]([CH:15]=[C:16]3[S:20][C:19](=[O:21])[NH:18][C:17]3=[O:22])=[CH:13][CH:12]=2)[CH:5]=[CH:6][CH:7]=1.N1C=CC=CC=1C1C=CC=CN=1.[BH4-].[Na+].CC(O)=O. (3) Given the product [CH3:5][C:2]1([CH3:1])[CH:3]=[CH:4][C:12]2[C:7](=[CH:8][CH:9]=[CH:10][CH:11]=2)[NH:6]1, predict the reactants needed to synthesize it. The reactants are: [CH3:1][C:2]([NH:6][C:7]1[CH:12]=[CH:11][CH:10]=[CH:9][CH:8]=1)([CH3:5])[C:3]#[CH:4]. (4) Given the product [Cl:5][C:6]1[N:11]=[CH:10][C:9]([CH2:12][C:13]([O:15][CH3:1])=[O:14])=[CH:8][CH:7]=1, predict the reactants needed to synthesize it. The reactants are: [C:1](Cl)(=O)C.[Cl:5][C:6]1[N:11]=[CH:10][C:9]([CH2:12][C:13]([OH:15])=[O:14])=[CH:8][CH:7]=1. (5) Given the product [N:27]1[C:28]2[C:23](=[C:22]([NH:21][CH2:12][C:10]([C:13]([F:16])([F:15])[F:14])([OH:11])[CH2:9][C:8]([C:6]3[CH:7]=[C:2]([F:1])[CH:3]=[CH:4][C:5]=3[O:19][CH3:20])([CH3:18])[CH3:17])[CH:31]=[CH:30][CH:29]=2)[CH:24]=[CH:25][CH:26]=1, predict the reactants needed to synthesize it. The reactants are: [F:1][C:2]1[CH:3]=[CH:4][C:5]([O:19][CH3:20])=[C:6]([C:8]([CH3:18])([CH3:17])[CH2:9][C:10]2([C:13]([F:16])([F:15])[F:14])[CH2:12][O:11]2)[CH:7]=1.[NH2:21][C:22]1[CH:31]=[CH:30][CH:29]=[C:28]2[C:23]=1[CH:24]=[CH:25][CH:26]=[N:27]2. (6) The reactants are: Cl[C:2]1[C:7]([C:8]([F:11])([F:10])[F:9])=[CH:6][N:5]=[C:4]([NH:12][C:13]2[CH:18]=[CH:17][C:16]([P:19]([CH3:22])([CH3:21])=[O:20])=[CH:15][CH:14]=2)[N:3]=1.C(N(CC)CC)C.[C:30]12([CH2:40][NH2:41])[CH2:39][CH:34]3[CH2:35][CH:36]([CH2:38][CH:32]([CH2:33]3)[CH2:31]1)[CH2:37]2. Given the product [CH3:21][P:19]([C:16]1[CH:17]=[CH:18][C:13]([NH:12][C:4]2[N:3]=[C:2]([NH:41][CH2:40][C:30]34[CH2:39][CH:34]5[CH2:33][CH:32]([CH2:38][CH:36]([CH2:35]5)[CH2:37]3)[CH2:31]4)[C:7]([C:8]([F:11])([F:10])[F:9])=[CH:6][N:5]=2)=[CH:14][CH:15]=1)([CH3:22])=[O:20], predict the reactants needed to synthesize it. (7) Given the product [CH3:17][N:18]1[CH:22]=[C:21]([C:23]2[CH:24]=[CH:25][C:26]([C:2]3[C:11]4[C:6](=[CH:7][CH:8]=[C:9]([C:12]5[O:13][CH:14]=[CH:15][N:16]=5)[CH:10]=4)[CH:5]=[N:4][CH:3]=3)=[CH:27][CH:28]=2)[CH:20]=[N:19]1, predict the reactants needed to synthesize it. The reactants are: Cl[C:2]1[C:11]2[C:6](=[CH:7][CH:8]=[C:9]([C:12]3[O:13][CH:14]=[CH:15][N:16]=3)[CH:10]=2)[CH:5]=[N:4][CH:3]=1.[CH3:17][N:18]1[CH:22]=[C:21]([C:23]2[CH:28]=[CH:27][C:26](B3OC(C)(C)C(C)(C)O3)=[CH:25][CH:24]=2)[CH:20]=[N:19]1.C(Cl)Cl.C(=O)([O-])[O-].[Na+].[Na+].O. (8) Given the product [Cl:1][C:2]1[C:7]([F:8])=[CH:6][N:5]2[N:10]=[CH:11][CH:12]=[C:4]2[N:3]=1, predict the reactants needed to synthesize it. The reactants are: [Cl:1][C:2]1[C:7]([F:8])=[C:6](N)[N:5]2[N:10]=[CH:11][CH:12]=[C:4]2[N:3]=1.N(OCCC(C)C)=O. (9) Given the product [CH2:2]([S:4][C:5]1[CH:6]=[N:7][CH:8]=[CH:9][C:10]=1[CH2:11][NH2:12])[CH3:3], predict the reactants needed to synthesize it. The reactants are: N.[CH2:2]([S:4][C:5]1[CH:6]=[N:7][CH:8]=[CH:9][C:10]=1[C:11]#[N:12])[CH3:3].